From a dataset of TCR-epitope binding with 47,182 pairs between 192 epitopes and 23,139 TCRs. Binary Classification. Given a T-cell receptor sequence (or CDR3 region) and an epitope sequence, predict whether binding occurs between them. The epitope is YFPLQSYGF. The TCR CDR3 sequence is CSVASGSNEQFF. Result: 0 (the TCR does not bind to the epitope).